This data is from Forward reaction prediction with 1.9M reactions from USPTO patents (1976-2016). The task is: Predict the product of the given reaction. (1) Given the reactants [N+:1]([O-:4])([O-])=[O:2].[K+].[C:6]([NH:9][C:10]1[CH:20]=[CH:19][C:18]([Cl:21])=[CH:17][C:11]=1[CH2:12][O:13][C:14](=[O:16])[CH3:15])(=[O:8])[CH3:7], predict the reaction product. The product is: [C:6]([NH:9][C:10]1[C:20]([N+:1]([O-:4])=[O:2])=[CH:19][C:18]([Cl:21])=[CH:17][C:11]=1[CH2:12][O:13][C:14](=[O:16])[CH3:15])(=[O:8])[CH3:7]. (2) Given the reactants [CH:1]1([C:4]2[CH:5]=[N:6][N:7]([CH3:17])[C:8]=2[C:9]2[CH:10]=[C:11]([C:14]([OH:16])=O)[S:12][CH:13]=2)[CH2:3][CH2:2]1.[NH2:18][C@@H:19]([CH2:32][C:33]1[CH:38]=[CH:37][CH:36]=[CH:35][C:34]=1[C:39]([F:42])([F:41])[F:40])[CH2:20][N:21]1[C:29](=[O:30])[C:28]2[C:23](=[CH:24][CH:25]=[CH:26][CH:27]=2)[C:22]1=[O:31].C1CN([P+](Br)(N2CCCC2)N2CCCC2)CC1.F[P-](F)(F)(F)(F)F.CCN(C(C)C)C(C)C, predict the reaction product. The product is: [CH:1]1([C:4]2[CH:5]=[N:6][N:7]([CH3:17])[C:8]=2[C:9]2[CH:10]=[C:11]([C:14]([NH:18][C@@H:19]([CH2:32][C:33]3[CH:38]=[CH:37][CH:36]=[CH:35][C:34]=3[C:39]([F:42])([F:40])[F:41])[CH2:20][N:21]3[C:29](=[O:30])[C:28]4[C:23](=[CH:24][CH:25]=[CH:26][CH:27]=4)[C:22]3=[O:31])=[O:16])[S:12][CH:13]=2)[CH2:2][CH2:3]1. (3) Given the reactants [C:1]([O:5][C:6]([N:8]1[CH2:13][CH2:12][N:11](C2C(=O)N(CC(C)C)N=C(C3C=CC(C)=C(F)C=3)C=2C)[CH2:10][CH2:9]1)=[O:7])([CH3:4])([CH3:3])[CH3:2].[F:34][C:35]1[CH:36]=[C:37]([C:43]2[CH:44]=[C:45]([CH2:60]OS(C)(=O)=O)[C:46](=[O:59])[N:47]([CH2:49][CH2:50][CH2:51][C:52]3[CH:57]=[CH:56][C:55]([F:58])=[CH:54][CH:53]=3)[N:48]=2)[CH:38]=[CH:39][C:40]=1[O:41][CH3:42].N1(C(OC(C)(C)C)=O)CCNCC1, predict the reaction product. The product is: [C:1]([O:5][C:6]([N:8]1[CH2:13][CH2:12][N:11]([CH2:60][C:45]2[C:46](=[O:59])[N:47]([CH2:49][CH2:50][CH2:51][C:52]3[CH:53]=[CH:54][C:55]([F:58])=[CH:56][CH:57]=3)[N:48]=[C:43]([C:37]3[CH:38]=[CH:39][C:40]([O:41][CH3:42])=[C:35]([F:34])[CH:36]=3)[CH:44]=2)[CH2:10][CH2:9]1)=[O:7])([CH3:4])([CH3:2])[CH3:3]. (4) Given the reactants [F:1][C:2]1[CH:3]=[C:4](B(O)O)[CH:5]=[N:6][CH:7]=1.[NH2:11][C:12]1[C:20]2[C:15](=[CH:16][CH:17]=[CH:18][C:19]=2[F:21])[C:14]([C:29]2[CH:30]=[C:31]([CH3:39])[C:32](=[O:38])[N:33]([CH:35]([CH3:37])[CH3:36])[CH:34]=2)([C:22]2[CH:27]=[CH:26][CH:25]=[C:24](Br)[CH:23]=2)[N:13]=1, predict the reaction product. The product is: [NH2:11][C:12]1[C:20]2[C:15](=[CH:16][CH:17]=[CH:18][C:19]=2[F:21])[C:14]([C:29]2[CH:30]=[C:31]([CH3:39])[C:32](=[O:38])[N:33]([CH:35]([CH3:36])[CH3:37])[CH:34]=2)([C:22]2[CH:27]=[CH:26][CH:25]=[C:24]([C:4]3[CH:5]=[N:6][CH:7]=[C:2]([F:1])[CH:3]=3)[CH:23]=2)[N:13]=1.